Predict the product of the given reaction. From a dataset of Forward reaction prediction with 1.9M reactions from USPTO patents (1976-2016). (1) Given the reactants [S:1]1[C:5]2[CH:6]=[CH:7][CH:8]=[C:9]([O:10][C:11]3[CH:16]=[CH:15][C:14]([NH:17][C:18]4[C:19]5[N:26]([CH2:27][CH2:28][NH:29][C:30](=[O:32])[CH3:31])[CH:25]=[CH:24][C:20]=5[N:21]=[CH:22][N:23]=4)=[CH:13][C:12]=3[Cl:33])[C:4]=2[CH:3]=[CH:2]1.[CH3:34][S:35]([OH:38])(=[O:37])=[O:36].C(OCC)C, predict the reaction product. The product is: [CH3:34][S:35]([OH:38])(=[O:37])=[O:36].[S:1]1[C:5]2[CH:6]=[CH:7][CH:8]=[C:9]([O:10][C:11]3[CH:16]=[CH:15][C:14]([NH:17][C:18]4[C:19]5[N:26]([CH2:27][CH2:28][NH:29][C:30](=[O:32])[CH3:31])[CH:25]=[CH:24][C:20]=5[N:21]=[CH:22][N:23]=4)=[CH:13][C:12]=3[Cl:33])[C:4]=2[CH:3]=[CH:2]1. (2) Given the reactants [F:1][C:2]1[CH:3]=[C:4]([CH:10]=[CH:11][C:12]=1[O:13][C:14]1[CH:19]=[C:18]([C:20]([NH:22][C:23]2[CH:27]=[CH:26][N:25]([CH3:28])[N:24]=2)=[O:21])[CH:17]=[C:16]([O:29][C@@H:30]([CH3:33])[CH2:31][OH:32])[CH:15]=1)[C:5]([O:7]CC)=[O:6].O.[OH-].[Li+], predict the reaction product. The product is: [F:1][C:2]1[CH:3]=[C:4]([CH:10]=[CH:11][C:12]=1[O:13][C:14]1[CH:19]=[C:18]([C:20]([NH:22][C:23]2[CH:27]=[CH:26][N:25]([CH3:28])[N:24]=2)=[O:21])[CH:17]=[C:16]([O:29][C@@H:30]([CH3:33])[CH2:31][OH:32])[CH:15]=1)[C:5]([OH:7])=[O:6]. (3) Given the reactants [N+:1]([C:4]1[CH:9]=[CH:8][C:7]([OH:10])=[CH:6][CH:5]=1)([O-:3])=[O:2].Br[C:12]1[N:17]=[C:16]([CH3:18])[C:15]([CH:19]=[O:20])=[CH:14][CH:13]=1.C([O-])([O-])=O.[K+].[K+], predict the reaction product. The product is: [CH3:18][C:16]1[C:15]([CH:19]=[O:20])=[CH:14][CH:13]=[C:12]([O:10][C:7]2[CH:8]=[CH:9][C:4]([N+:1]([O-:3])=[O:2])=[CH:5][CH:6]=2)[N:17]=1. (4) Given the reactants [NH2:1][C:2]1[CH:7]=[CH:6][C:5]([C:8]2[CH:9]=[C:10]3[C:16]([CH2:17][C:18]4[CH:23]=[CH:22][C:21]([N:24]([CH3:26])[CH3:25])=[CH:20][CH:19]=4)=[N:15][N:14](COC(=O)C(C)(C)C)[C:11]3=[N:12][CH:13]=2)=[CH:4][C:3]=1[C:35](=[O:39])[N:36]([CH3:38])[CH3:37].[OH-].[Na+], predict the reaction product. The product is: [NH2:1][C:2]1[CH:7]=[CH:6][C:5]([C:8]2[CH:9]=[C:10]3[C:16]([CH2:17][C:18]4[CH:19]=[CH:20][C:21]([N:24]([CH3:25])[CH3:26])=[CH:22][CH:23]=4)=[N:15][NH:14][C:11]3=[N:12][CH:13]=2)=[CH:4][C:3]=1[C:35]([N:36]([CH3:37])[CH3:38])=[O:39]. (5) Given the reactants Cl[C:2]1[C:3]2[C:4](=[CH:19][N:20](CC3C=CC(OC)=CC=3)[N:21]=2)[N:5]=[C:6]([C:8]2[CH:18]=[CH:17][C:11]3[O:12][CH2:13][C:14](=O)[NH:15][C:10]=3[CH:9]=2)[N:7]=1.[CH3:31][C:32]1[NH:36][C:35]2[CH:37]=[CH:38][C:39]([NH2:41])=[CH:40][C:34]=2[N:33]=1.Cl, predict the reaction product. The product is: [O:12]1[CH2:13][CH2:14][NH:15][C:10]2[CH:9]=[C:8]([C:6]3[N:7]=[C:2]([NH:41][C:39]4[CH:38]=[CH:37][C:35]5[NH:36][C:32]([CH3:31])=[N:33][C:34]=5[CH:40]=4)[C:3]4[NH:21][N:20]=[CH:19][C:4]=4[N:5]=3)[CH:18]=[CH:17][C:11]1=2. (6) Given the reactants [NH2:1][C:2]1[C:6]2[C:7](=[O:28])[N:8]([CH:23]([CH:25]3[CH2:27][CH2:26]3)[CH3:24])[CH:9]=[C:10]([C:11]3[CH:15]=[C:14]([N:16]4[CH2:21][CH2:20][O:19][CH2:18][CH2:17]4)[N:13]([CH3:22])[N:12]=3)[C:5]=2[NH:4][N:3]=1.C(=O)=O.CO.C(NCC)C, predict the reaction product. The product is: [NH2:1][C:2]1[C:6]2[C:7](=[O:28])[N:8]([C@@H:23]([CH:25]3[CH2:26][CH2:27]3)[CH3:24])[CH:9]=[C:10]([C:11]3[CH:15]=[C:14]([N:16]4[CH2:21][CH2:20][O:19][CH2:18][CH2:17]4)[N:13]([CH3:22])[N:12]=3)[C:5]=2[NH:4][N:3]=1.